This data is from Full USPTO retrosynthesis dataset with 1.9M reactions from patents (1976-2016). The task is: Predict the reactants needed to synthesize the given product. (1) Given the product [CH3:7][O:8][C:9]1[CH:14]=[CH:13][C:12]([CH2:15][NH:16]/[CH:3]=[CH:2]/[C:1]([O:5][CH3:6])=[O:4])=[CH:11][CH:10]=1, predict the reactants needed to synthesize it. The reactants are: [C:1]([O:5][CH3:6])(=[O:4])[CH:2]=[CH2:3].[CH3:7][O:8][C:9]1[CH:14]=[CH:13][C:12]([CH2:15][NH2:16])=[CH:11][CH:10]=1. (2) The reactants are: C(OC([N:8]1[CH2:14][CH2:13][C:12]2[C:15]([S:20]C(=O)N(C)C)=[C:16]([Cl:19])[CH:17]=[CH:18][C:11]=2[CH2:10][CH2:9]1)=O)(C)(C)C.Br[CH:27]([C:29]1[CH:36]=[CH:35][CH:34]=[CH:33][C:30]=1[C:31]#[N:32])[CH3:28]. Given the product [ClH:19].[Cl:19][C:16]1[CH:17]=[CH:18][C:11]2[CH2:10][CH2:9][NH:8][CH2:14][CH2:13][C:12]=2[C:15]=1[S:20][CH:27]([C:29]1[CH:36]=[CH:35][CH:34]=[CH:33][C:30]=1[C:31]#[N:32])[CH3:28], predict the reactants needed to synthesize it. (3) Given the product [I:16][C:5]1[C:4]([OH:7])=[N:3][C:2]([OH:8])=[N:1][CH:6]=1, predict the reactants needed to synthesize it. The reactants are: [N:1]1[CH:6]=[CH:5][C:4]([OH:7])=[N:3][C:2]=1[OH:8].C1C(=O)N([I:16])C(=O)C1.